Dataset: Reaction yield outcomes from USPTO patents with 853,638 reactions. Task: Predict the reaction yield, written as a fraction of the theoretical maximum amount of product (1.0 means a 100% yield; for example, 0.34 means a 34% yield). (1) The reactants are [S:1]1[C:5]2[CH:6]=[CH:7][CH:8]=[CH:9][C:4]=2[CH:3]=[C:2]1[S:10](Cl)(=[O:12])=[O:11].[NH2:14][C:15]1[CH:16]=[C:17]([CH:21]=[CH:22][CH:23]=1)[C:18]([OH:20])=[O:19]. No catalyst specified. The product is [S:1]1[C:5]2[CH:6]=[CH:7][CH:8]=[CH:9][C:4]=2[CH:3]=[C:2]1[S:10]([NH:14][C:15]1[CH:16]=[C:17]([CH:21]=[CH:22][CH:23]=1)[C:18]([OH:20])=[O:19])(=[O:12])=[O:11]. The yield is 0.410. (2) The reactants are [CH2:1]([NH:5][C:6]([C:8]1[CH:24]=[CH:23][C:11]2[S:12][C:13]3[CH:21]=[C:20]([Cl:22])[CH:19]=[CH:18][C:14]=3[C:15](Cl)=[N:16][C:10]=2[CH:9]=1)=[O:7])[CH2:2][CH2:3][CH3:4].[I-].[Cl:26][C:27]1[CH:32]=[CH:31][C:30]([Zn+])=[CH:29][CH:28]=1. The catalyst is Cl[Pd](Cl)([P](C1C=CC=CC=1)(C1C=CC=CC=1)C1C=CC=CC=1)[P](C1C=CC=CC=1)(C1C=CC=CC=1)C1C=CC=CC=1.O1CCCC1. The product is [CH2:1]([NH:5][C:6]([C:8]1[CH:24]=[CH:23][C:11]2[S:12][C:13]3[CH:21]=[C:20]([Cl:22])[CH:19]=[CH:18][C:14]=3[C:15]([C:30]3[CH:31]=[CH:32][C:27]([Cl:26])=[CH:28][CH:29]=3)=[N:16][C:10]=2[CH:9]=1)=[O:7])[CH2:2][CH2:3][CH3:4]. The yield is 0.780.